Dataset: Reaction yield outcomes from USPTO patents with 853,638 reactions. Task: Predict the reaction yield, written as a fraction of the theoretical maximum amount of product (1.0 means a 100% yield; for example, 0.34 means a 34% yield). (1) The reactants are [H-].[Al+3].[Li+].[H-].[H-].[H-].[O:7]([C:14]1[CH:19]=[CH:18][N:17]=[C:16]([C:20]#[N:21])[CH:15]=1)[C:8]1[CH:13]=[CH:12][CH:11]=[CH:10][CH:9]=1.CO.[Cl-].[NH4+]. The catalyst is O1CCCC1.O. The product is [O:7]([C:14]1[CH:19]=[CH:18][N:17]=[C:16]([CH2:20][NH2:21])[CH:15]=1)[C:8]1[CH:9]=[CH:10][CH:11]=[CH:12][CH:13]=1. The yield is 0.480. (2) The reactants are [CH3:1][C:2]1[CH:3]=[N:4][CH:5]=[C:6]([CH3:29])[C:7]=1[C:8]1[C:13]([CH3:14])=[CH:12][C:11]([CH:15]=[CH:16][C:17]2[CH:22]=[CH:21][C:20]([CH:23]([C:26]#[N:27])[C:24]#[N:25])=[CH:19][CH:18]=2)=[CH:10][C:9]=1[CH3:28].C[O-].[Na+]. The product is [CH3:1][C:2]1[C:7](=[C:8]2[C:9]([CH3:28])=[CH:10][C:11](=[CH:15][CH:16]=[C:17]3[CH:22]=[CH:21][C:20](=[C:23]([C:24]#[N:25])[C:26]#[N:27])[CH:19]=[CH:18]3)[CH:12]=[C:13]2[CH3:14])[C:6]([CH3:29])=[CH:5][N:4]([CH2:13][CH:8]([CH2:7][CH2:2][CH3:1])[CH2:9][CH2:10][CH2:11][CH2:15][CH3:16])[CH:3]=1. The catalyst is C(Cl)Cl.CO. The yield is 0.657. (3) The reactants are [C:1]1([CH2:7][CH2:8][N:9]2[C:14](=[O:15])[CH2:13][C:12](=[O:16])[N:11]([CH2:17][C:18]3[CH:23]=[CH:22][CH:21]=[CH:20][CH:19]=3)[C:10]2=[O:24])[CH:6]=[CH:5][CH:4]=[CH:3][CH:2]=1.C(N(C(C)C)CC)(C)C.[N:34]([CH2:37][C:38]([O:40]CC)=[O:39])=[C:35]=[O:36]. The catalyst is C(Cl)(Cl)Cl. The product is [OH:15][C:14]1[N:9]([CH2:8][CH2:7][C:1]2[CH:2]=[CH:3][CH:4]=[CH:5][CH:6]=2)[C:10](=[O:24])[N:11]([CH2:17][C:18]2[CH:23]=[CH:22][CH:21]=[CH:20][CH:19]=2)[C:12](=[O:16])[C:13]=1[C:35]([NH:34][CH2:37][C:38]([OH:40])=[O:39])=[O:36]. The yield is 0.470.